Dataset: Experimentally validated miRNA-target interactions with 360,000+ pairs, plus equal number of negative samples. Task: Binary Classification. Given a miRNA mature sequence and a target amino acid sequence, predict their likelihood of interaction. (1) The miRNA is hsa-miR-95-3p with sequence UUCAACGGGUAUUUAUUGAGCA. The protein sequence of the target gene is METSRSRGGGGAVSERGGAGASVGVCRRKAEAGAGTGTLAADMDLHCDCAAETPAAEPPSGKINKAAFKLFKKRKSGGTMPSIFGVKNKGDGKSSGPTGLVRSRTHDGLAEVLVLESGRKEEPRGGGDSGGGGGGRPNPGPPRAAGPGGGSLASSSVAKSHSFFSLLKKNGRSENGKGEPVDASKAGGKQKRGLRGLFSGMRWHRKDKRAKAEAAEGRAPGGGLILPGSLTASLECVKEETPRAAREPEEPSQDAPRDPAGEPAGGEEVPAPADRAPARSCREAEGLAHPGDTGARGEDA.... Result: 0 (no interaction). (2) The miRNA is mmu-miR-5135 with sequence AGGUCUAGGUGGCAAGGGCGUCCU. The protein sequence of the target gene is MSAQAQMRAMLDQLMGTSRDGDTTRQRIKFSDDRVCKSHLLNCCPHDVLSGTRMDLGECLKVHDLALRADYEIASKEQDFFFELDAMDHLQSFIADCDRRTEVSKKRLAETQEEISAEVAAKAERVHELNEEIGKLLAKVEQLGAEGNVEESQKVMDEVEKARAKKREAEEVYRNSMPASSFQQQKLRVCEVCSAYLGLHDNDRRLADHFGGKLHLGFIEIREKLEELKRVVAEKQEKRNQERLKRREEREREEREKLRRSRSHSKNPKRSRSREHRRHRSRSMSRERKRRTRSKSREKR.... Result: 1 (interaction). (3) The miRNA is hsa-miR-3664-5p with sequence AACUCUGUCUUCACUCAUGAGU. The protein sequence of the target gene is MSKRNQVSYVRPAEPAFLARFKERVGYREGPTVETKRIQPQPPDEDGDHSDKEDEQPQVVVLKKGDLSVEEVMKIKAEIKAAKADEEPTPADGRIIYRKPVKHPSDEKYSGLTASSKKKKPNEDEVNQDSVKKNSQKQIKNSSLLSFDNEDENE. Result: 1 (interaction). (4) Result: 0 (no interaction). The miRNA is rno-miR-27a-3p with sequence UUCACAGUGGCUAAGUUCCGC. The protein sequence of the target gene is MEIKDQGAQMEPLLPTRNDEEAVVDRGGTRSILKTHFEKEDLEGHRTLFIGVHVPLGGRKSHRRHRHRGHKHRKRDRERDSGLEDGRESPSFDTPSQRVQFILGTEDDDEEHLPHDLFTELDEICWREGEDAEWRETARWLKFEEDVEDGGERWSKPYVATLSLHSLFELRSCILNGTVLLDMHANTIEEIADMVLDQQVSSGQLNEDVRHRVHEALMKQHHHQNQKKLANRIPIVRSFADIGKKQSEPNSMDKNAGQVVSPQSAPACAENKNDVSRENSTVDFSKGLGGQQKGHTSPCG.... (5) The miRNA is hsa-miR-4423-5p with sequence AGUUGCCUUUUUGUUCCCAUGC. The protein sequence of the target gene is MAEKTQKSVKIAPGAVVCVESEIRGDVTIGPRTVIHPKARIIAEAGPIVIGEGNLIEEQALIINAYPDNITPDTEDPEPKPMIIGTNNVFEVGCYSQAMKMGDNNVIESKAYVGRNVILTSGCIIGACCNLNTFEVIPENTVIYGADCLRRVQTERPQPQTLQLDFLMKILPNYHHLKKTMKGSSTPVKN. Result: 1 (interaction).